From a dataset of Full USPTO retrosynthesis dataset with 1.9M reactions from patents (1976-2016). Predict the reactants needed to synthesize the given product. (1) Given the product [C:10]1([C:8]([C:4]2[CH:5]=[CH:6][CH:7]=[C:2]([O:1][CH2:23][O:24][CH2:25][CH2:26][Si:27]([CH3:30])([CH3:29])[CH3:28])[CH:3]=2)=[O:9])[CH:15]=[CH:14][CH:13]=[CH:12][CH:11]=1, predict the reactants needed to synthesize it. The reactants are: [OH:1][C:2]1[CH:3]=[C:4]([C:8]([C:10]2[CH:15]=[CH:14][CH:13]=[CH:12][CH:11]=2)=[O:9])[CH:5]=[CH:6][CH:7]=1.CC(C)([O-])C.[K+].Cl[CH2:23][O:24][CH2:25][CH2:26][Si:27]([CH3:30])([CH3:29])[CH3:28]. (2) Given the product [F:11][C:8]1[CH:9]=[CH:10][C:5]([C:3](=[O:4])[CH2:2][O:31][C:29]([CH:26]2[CH2:27][CH2:28][N:23]([C:21]([O:20][C:16]([CH3:19])([CH3:18])[CH3:17])=[O:22])[CH2:24][CH:25]2[CH3:32])=[O:30])=[CH:6][C:7]=1[C:12]([F:15])([F:14])[F:13], predict the reactants needed to synthesize it. The reactants are: Br[CH2:2][C:3]([C:5]1[CH:10]=[CH:9][C:8]([F:11])=[C:7]([C:12]([F:15])([F:14])[F:13])[CH:6]=1)=[O:4].[C:16]([O:20][C:21]([N:23]1[CH2:28][CH2:27][CH:26]([C:29]([OH:31])=[O:30])[CH:25]([CH3:32])[CH2:24]1)=[O:22])([CH3:19])([CH3:18])[CH3:17].C(=O)([O-])[O-].[Cs+].[Cs+]. (3) Given the product [F:51][C:45]1[C:46]2[NH:47][C:4]3[C:5]4[C:10]([C:2]([CH3:14])([CH3:1])[C:3]=3[C:48]=2[CH:49]=[CH:50][C:44]=1[C:20]1[CH:21]=[CH:22][C:17]([F:16])=[C:18]([CH3:31])[CH:19]=1)=[CH:9][C:8]([C:11]([NH2:12])=[O:41])=[CH:7][CH:6]=4, predict the reactants needed to synthesize it. The reactants are: [CH3:1][C:2]1([CH3:14])[C:10]2[C:5](=[CH:6][CH:7]=[C:8]([C:11]#[N:12])[CH:9]=2)[C:4](=O)[CH2:3]1.Cl.[F:16][C:17]1[CH:22]=[CH:21][C:20](C2C=CC=C(NN)C=2)=[CH:19][C:18]=1[CH3:31].CC1C=C(B(O)[OH:41])C=CC=1F.Cl[C:44]1[C:45]([F:51])=[C:46]([CH:48]=[CH:49][CH:50]=1)[NH2:47]. (4) Given the product [NH2:5][C:4]1[C:3]2[C:2](=[C:9]([F:10])[C:8]([C:11]3[CH:16]=[CH:15][C:14]([NH:17][C:18]([O:20][C:21]([CH3:24])([CH3:23])[CH3:22])=[O:19])=[CH:13][CH:12]=3)=[CH:7][CH:6]=2)[NH:27][N:26]=1, predict the reactants needed to synthesize it. The reactants are: F[C:2]1[C:9]([F:10])=[C:8]([C:11]2[CH:16]=[CH:15][C:14]([NH:17][C:18]([O:20][C:21]([CH3:24])([CH3:23])[CH3:22])=[O:19])=[CH:13][CH:12]=2)[CH:7]=[CH:6][C:3]=1[C:4]#[N:5].O.[NH2:26][NH2:27].